Dataset: Forward reaction prediction with 1.9M reactions from USPTO patents (1976-2016). Task: Predict the product of the given reaction. (1) Given the reactants [NH:1]1[C:9]2[C:4](=[CH:5][CH:6]=[CH:7][CH:8]=2)[C:3]2([C:21]3[C:12](=[CH:13][C:14]4[CH2:15][CH2:16][CH2:17][O:18][C:19]=4[CH:20]=3)[O:11][CH2:10]2)[C:2]1=[O:22].FC1C2OCCOC=2C=C2OCC3([C:44]4[C:39](=[CH:40][CH:41]=[CH:42][CH:43]=4)[NH:38]C3=O)C=12, predict the reaction product. The product is: [N:38]1[CH:41]=[CH:42][CH:43]=[CH:44][C:39]=1[CH2:40][N:1]1[C:9]2[C:4](=[CH:5][CH:6]=[CH:7][CH:8]=2)[C:3]2([C:21]3[C:12](=[CH:13][C:14]4[CH2:15][CH2:16][CH2:17][O:18][C:19]=4[CH:20]=3)[O:11][CH2:10]2)[C:2]1=[O:22]. (2) Given the reactants [CH3:1][CH:2]1[C:7](=[O:8])[CH2:6][CH2:5][CH2:4][C:3]1=[O:9].[NH2:10][C:11]1[CH:12]=[C:13]([CH:17]=[CH:18][C:19]=1[Br:20])[C:14]([OH:16])=[O:15], predict the reaction product. The product is: [Br:20][C:19]1[CH:18]=[CH:17][C:13]([C:14]([OH:16])=[O:15])=[CH:12][C:11]=1[NH:10][C:7]1[CH2:6][CH2:5][CH2:4][C:3](=[O:9])[C:2]=1[CH3:1].[CH3:6][CH2:7][OH:8].